Dataset: Peptide-MHC class I binding affinity with 185,985 pairs from IEDB/IMGT. Task: Regression. Given a peptide amino acid sequence and an MHC pseudo amino acid sequence, predict their binding affinity value. This is MHC class I binding data. (1) The peptide sequence is IVVPVIDRL. The MHC is HLA-A68:02 with pseudo-sequence HLA-A68:02. The binding affinity (normalized) is 0.672. (2) The peptide sequence is GFAAPQFSLW. The MHC is Mamu-B17 with pseudo-sequence Mamu-B17. The binding affinity (normalized) is 0.287. (3) The peptide sequence is MFSPIVPFW. The MHC is HLA-A29:02 with pseudo-sequence HLA-A29:02. The binding affinity (normalized) is 0.579. (4) The peptide sequence is LTFLDCLYY. The binding affinity (normalized) is 0.0847. The MHC is HLA-A02:03 with pseudo-sequence HLA-A02:03. (5) The peptide sequence is KILSVLAPL. The MHC is HLA-A68:02 with pseudo-sequence HLA-A68:02. The binding affinity (normalized) is 0.255. (6) The peptide sequence is YLWPGPVTA. The MHC is HLA-A02:01 with pseudo-sequence HLA-A02:01. The binding affinity (normalized) is 0.892.